Dataset: Catalyst prediction with 721,799 reactions and 888 catalyst types from USPTO. Task: Predict which catalyst facilitates the given reaction. (1) Reactant: C([N:8]1[CH2:14][CH2:13][CH2:12][O:11][CH:10]([CH2:15][C:16]2[CH:21]=[CH:20][C:19]([F:22])=[CH:18][CH:17]=2)[CH2:9]1)C1C=CC=CC=1. Product: [F:22][C:19]1[CH:18]=[CH:17][C:16]([CH2:15][CH:10]2[CH2:9][NH:8][CH2:14][CH2:13][CH2:12][O:11]2)=[CH:21][CH:20]=1. The catalyst class is: 29. (2) Reactant: [H-].[Na+].[N+:3]([C:6]1[CH:14]=[C:13]2[C:9]([C:10]([CH:15]=O)=[N:11][NH:12]2)=[CH:8][CH:7]=1)([O-:5])=[O:4].[CH3:17][Si:18]([CH2:21][CH2:22][O:23][CH2:24]Cl)([CH3:20])[CH3:19].[NH4+].[Cl-]. Product: [CH3:15][C:10]1[C:9]2[C:13](=[CH:14][C:6]([N+:3]([O-:5])=[O:4])=[CH:7][CH:8]=2)[N:12]([CH2:24][O:23][CH2:22][CH2:21][Si:18]([CH3:20])([CH3:19])[CH3:17])[N:11]=1. The catalyst class is: 90. (3) Reactant: [OH-].[Na+].[C:3]([O:7][C:8]([N:10]1[CH2:15][CH2:14][NH:13][C:12](=[O:16])[CH:11]1[CH2:17][C:18]([O:20]CC)=[O:19])=[O:9])([CH3:6])([CH3:5])[CH3:4]. Product: [C:3]([O:7][C:8]([N:10]1[CH2:15][CH2:14][NH:13][C:12](=[O:16])[CH:11]1[CH2:17][C:18]([OH:20])=[O:19])=[O:9])([CH3:6])([CH3:4])[CH3:5]. The catalyst class is: 5. (4) Reactant: [CH3:1][C:2]([Si:5]([CH3:29])([CH3:28])[O:6][CH2:7][C:8]1[CH:13]=[CH:12][C:11]([C:14]2[CH:19]=[C:18]([O:20][CH3:21])[CH:17]=[CH:16][C:15]=2[F:22])=[C:10]([CH:23]([OH:27])[C:24]([CH3:26])=[CH2:25])[CH:9]=1)([CH3:4])[CH3:3].I[CH2:31]I.C([Zn]CC)C. Product: [CH3:4][C:2]([Si:5]([CH3:28])([CH3:29])[O:6][CH2:7][C:8]1[CH:13]=[CH:12][C:11]([C:14]2[CH:19]=[C:18]([O:20][CH3:21])[CH:17]=[CH:16][C:15]=2[F:22])=[C:10]([CH:23]([C:24]2([CH3:31])[CH2:26][CH2:25]2)[OH:27])[CH:9]=1)([CH3:1])[CH3:3]. The catalyst class is: 2. (5) The catalyst class is: 11. Product: [Cl:1]/[C:2](/[C:12]([F:15])([F:14])[F:13])=[CH:3]\[CH:4]1[CH:6]([C:7]([O:30][CH:26]([C:25]2[CH:31]=[CH:32][CH:33]=[C:23]([O:16][C:17]3[CH:22]=[CH:21][CH:20]=[CH:19][CH:18]=3)[CH:24]=2)[C:27]([OH:29])=[O:28])=[O:8])[C:5]1([CH3:11])[CH3:10]. Reactant: [Cl:1]/[C:2](/[C:12]([F:15])([F:14])[F:13])=[CH:3]\[CH:4]1[CH:6]([C:7](Cl)=[O:8])[C:5]1([CH3:11])[CH3:10].[O:16]([C:23]1[CH:24]=[C:25]([CH:31]=[CH:32][CH:33]=1)[CH:26]([OH:30])[C:27]([OH:29])=[O:28])[C:17]1[CH:22]=[CH:21][CH:20]=[CH:19][CH:18]=1.N1C=CC=CC=1. (6) Reactant: CN(C(ON1N=NC2C=CC=NC1=2)=[N+](C)C)C.F[P-](F)(F)(F)(F)F.[NH2:25][CH2:26][C:27]1[C:28]([F:44])=[C:29]([O:34][C:35]2[CH:36]=[C:37]([CH:40]=[C:41]([Cl:43])[CH:42]=2)[C:38]#[N:39])[C:30]([Cl:33])=[CH:31][CH:32]=1.[Cl:45][C:46]1[CH:50]=[C:49]([CH2:51][CH2:52][OH:53])[NH:48][C:47]=1[C:54](O)=[O:55].CCN(C(C)C)C(C)C. Product: [Cl:45][C:46]1[CH:50]=[C:49]([CH2:51][CH2:52][OH:53])[NH:48][C:47]=1[C:54]([NH:25][CH2:26][C:27]1[CH:32]=[CH:31][C:30]([Cl:33])=[C:29]([O:34][C:35]2[CH:36]=[C:37]([C:38]#[N:39])[CH:40]=[C:41]([Cl:43])[CH:42]=2)[C:28]=1[F:44])=[O:55]. The catalyst class is: 3. (7) Reactant: [Cl:1][C:2]1[CH:7]=[CH:6][N:5]=[C:4]([CH2:8][NH:9][C:10]2[O:11][C:12]3[C:18]([O:19][CH3:20])=[CH:17][C:16]([C:21]([N:23]4[CH2:31][CH2:30][CH2:29][C@@:24]4([CH3:32])[C:25]([O:27]C)=[O:26])=[O:22])=[CH:15][C:13]=3[N:14]=2)[CH:3]=1.[OH-].[Li+]. Product: [Cl:1][C:2]1[CH:7]=[CH:6][N:5]=[C:4]([CH2:8][NH:9][C:10]2[O:11][C:12]3[C:18]([O:19][CH3:20])=[CH:17][C:16]([C:21]([N:23]4[CH2:31][CH2:30][CH2:29][C@@:24]4([CH3:32])[C:25]([OH:27])=[O:26])=[O:22])=[CH:15][C:13]=3[N:14]=2)[CH:3]=1. The catalyst class is: 30. (8) Reactant: [C:1]1([C:7]([NH:9][CH:10]2[CH2:15][CH:14]([C:16]3[CH:21]=[CH:20][C:19]([C:22]([F:25])([F:24])[F:23])=[CH:18][CH:17]=3)[CH2:13][N:12]([C:26]([O:28]C3C=CC([N+]([O-])=O)=CC=3)=O)[CH2:11]2)=[O:8])[CH:6]=[CH:5][CH:4]=[CH:3][CH:2]=1.[NH2:38][CH2:39][CH2:40][OH:41].C(=O)([O-])[O-].[K+].[K+]. Product: [OH:41][CH2:40][CH2:39][NH:38][C:26]([N:12]1[CH2:13][CH:14]([C:16]2[CH:17]=[CH:18][C:19]([C:22]([F:23])([F:24])[F:25])=[CH:20][CH:21]=2)[CH2:15][CH:10]([NH:9][C:7]([C:1]2[CH:6]=[CH:5][CH:4]=[CH:3][CH:2]=2)=[O:8])[CH2:11]1)=[O:28]. The catalyst class is: 3. (9) Reactant: [Br:1][C:2]1[C:3]2[N:11]=[C:10]([C:12]3[C:17]([F:18])=[CH:16][CH:15]=[CH:14][C:13]=3[Cl:19])[S:9][C:4]=2[CH:5]=[N+:6]([O-])[CH:7]=1.P(Br)(Br)([Br:22])=O.C([O-])(O)=O.[Na+]. Product: [Br:22][C:5]1[C:4]2[S:9][C:10]([C:12]3[C:17]([F:18])=[CH:16][CH:15]=[CH:14][C:13]=3[Cl:19])=[N:11][C:3]=2[C:2]([Br:1])=[CH:7][N:6]=1. The catalyst class is: 26. (10) Reactant: [CH3:1][O:2][C:3]1[CH:4]=[CH:5][C:6]([N+:19]([O-:21])=[O:20])=[C:7]([S:9][C:10]2[CH:11]=[C:12]([CH:16]=[CH:17][CH:18]=2)[C:13]([NH2:15])=O)[CH:8]=1.B.[ClH:23].[OH-].[K+]. Product: [ClH:23].[CH3:1][O:2][C:3]1[CH:4]=[CH:5][C:6]([N+:19]([O-:21])=[O:20])=[C:7]([S:9][C:10]2[CH:11]=[C:12]([CH2:13][NH2:15])[CH:16]=[CH:17][CH:18]=2)[CH:8]=1. The catalyst class is: 1.